From a dataset of Catalyst prediction with 721,799 reactions and 888 catalyst types from USPTO. Predict which catalyst facilitates the given reaction. (1) Reactant: Cl[C:2]1[N:11]=[C:10]([NH:12][CH2:13][CH:14]2[C:19]([F:21])([F:20])[CH2:18][CH2:17][N:16]([C:22]([O:24][C:25]([CH3:28])([CH3:27])[CH3:26])=[O:23])[CH2:15]2)[C:9]2[C:4](=[N:5][CH:6]=[CH:7][N:8]=2)[CH:3]=1.[CH3:29][N:30]([C:37]1[CH:42]=[CH:41][C:40](B2OC(C)(C)C(C)(C)O2)=[CH:39][CH:38]=1)[CH2:31][C:32]([O:34][CH2:35][CH3:36])=[O:33].C([O-])([O-])=O.[Cs+].[Cs+]. Product: [CH2:35]([O:34][C:32](=[O:33])[CH2:31][N:30]([CH3:29])[C:37]1[CH:42]=[CH:41][C:40]([C:2]2[N:11]=[C:10]([NH:12][CH2:13][CH:14]3[C:19]([F:20])([F:21])[CH2:18][CH2:17][N:16]([C:22]([O:24][C:25]([CH3:26])([CH3:28])[CH3:27])=[O:23])[CH2:15]3)[C:9]3[C:4](=[N:5][CH:6]=[CH:7][N:8]=3)[CH:3]=2)=[CH:39][CH:38]=1)[CH3:36]. The catalyst class is: 70. (2) Reactant: CS(O)(=O)=O.[CH3:6][O:7][C:8]1[CH:23]=[C:22]([CH2:24][NH:25][CH2:26][CH2:27][CH2:28][CH:29]([CH3:31])[CH3:30])[CH:21]=[CH:20][C:9]=1[O:10][C:11]1[CH:19]=[CH:18][C:14]([C:15]([NH2:17])=[O:16])=[CH:13][N:12]=1.C(C1C=CC(OC2C=CC(C(N)=O)=CN=2)=C(OC)C=1)=O.CC(C)CCCN.[BH4-].[Na+]. Product: [CH3:6][O:7][C:8]1[CH:23]=[C:22]([CH2:24][NH:25][CH2:26][CH2:27][CH2:28][CH:29]([CH3:31])[CH3:30])[CH:21]=[CH:20][C:9]=1[O:10][C:11]1[CH:19]=[CH:18][C:14]([C:15]([NH2:17])=[O:16])=[CH:13][N:12]=1. The catalyst class is: 5. (3) Reactant: [F:1][C:2]([F:21])([F:20])[C:3]1[N:7]=[CH:6][N:5]([C:8]2[C:9]([CH3:19])=[CH:10][C:11]([CH3:18])=[C:12]([S:14](Cl)(=O)=O)[CH:13]=2)[N:4]=1.Cl. Product: [S:14]([C:12]1[CH:13]=[C:8]([N:5]2[CH:6]=[N:7][C:3]([C:2]([F:21])([F:1])[F:20])=[N:4]2)[C:9]([CH3:19])=[CH:10][C:11]=1[CH3:18])[S:14][C:12]1[CH:13]=[C:8]([N:5]2[CH:6]=[N:7][C:3]([C:2]([F:21])([F:20])[F:1])=[N:4]2)[C:9]([CH3:19])=[CH:10][C:11]=1[CH3:18]. The catalyst class is: 180. (4) Reactant: C[O-].[Na+].[CH3:4][O:5][C:6]1[CH:7]=[C:8]2[C:12](=[CH:13][CH:14]=1)[NH:11][C:10]([CH3:15])=[C:9]2[CH2:16][C:17]#[N:18].[N:19]1[CH:24]=[CH:23][CH:22]=[C:21]([CH:25]=O)[CH:20]=1.C(OCC)C. Product: [CH3:4][O:5][C:6]1[CH:7]=[C:8]2[C:12](=[CH:13][CH:14]=1)[NH:11][C:10]([CH3:15])=[C:9]2/[C:16](=[CH:25]/[C:21]1[CH:20]=[N:19][CH:24]=[CH:23][CH:22]=1)/[C:17]#[N:18]. The catalyst class is: 412. (5) Reactant: Br[C:2]1[CH:24]=[C:23]([F:25])[CH:22]=[CH:21][C:3]=1[O:4][CH2:5][C:6]([N:8]([CH:18]([CH3:20])[CH3:19])[NH:9][C:10](=[O:17])[C:11]1[CH:16]=[CH:15][CH:14]=[CH:13][CH:12]=1)=[O:7].C([O-])([O-])=O.[Na+].[Na+].[CH3:32][C:33]1[C:38]([CH3:39])=[CH:37][CH:36]=[CH:35][C:34]=1B(O)O. Product: [CH3:32][C:33]1[C:38]([CH3:39])=[CH:37][CH:36]=[CH:35][C:34]=1[C:2]1[CH:24]=[C:23]([F:25])[CH:22]=[CH:21][C:3]=1[O:4][CH2:5][C:6]([N:8]([CH:18]([CH3:20])[CH3:19])[NH:9][C:10](=[O:17])[C:11]1[CH:16]=[CH:15][CH:14]=[CH:13][CH:12]=1)=[O:7]. The catalyst class is: 57. (6) Reactant: Br[CH2:2][CH2:3][N:4]1[C:12]([S:13][C:14]2[CH:19]=[C:18]([Cl:20])[CH:17]=[C:16]([Cl:21])[CH:15]=2)=[N:11][C:10]2[C:5]1=[N:6][CH:7]=[N:8][C:9]=2[NH2:22].[CH:23]1([C@H:26]([NH2:28])[CH3:27])[CH2:25][CH2:24]1. Product: [CH:23]1([C@H:26]([NH:28][CH2:2][CH2:3][N:4]2[C:12]([S:13][C:14]3[CH:19]=[C:18]([Cl:20])[CH:17]=[C:16]([Cl:21])[CH:15]=3)=[N:11][C:10]3[C:5]2=[N:6][CH:7]=[N:8][C:9]=3[NH2:22])[CH3:27])[CH2:25][CH2:24]1. The catalyst class is: 3. (7) Reactant: C[O:2][C:3]([C:5]1[CH:6]=[C:7]2[C:11](=[CH:12][CH:13]=1)[N:10]([C:14]1[CH:19]=[C:18]([Cl:20])[N:17]=[CH:16][N:15]=1)[CH2:9][CH2:8]2)=[O:4].O1CCCC1.O.[OH-].[Li+]. Product: [Cl:20][C:18]1[N:17]=[CH:16][N:15]=[C:14]([N:10]2[C:11]3[C:7](=[CH:6][C:5]([C:3]([OH:4])=[O:2])=[CH:13][CH:12]=3)[CH2:8][CH2:9]2)[CH:19]=1. The catalyst class is: 6.